Dataset: Catalyst prediction with 721,799 reactions and 888 catalyst types from USPTO. Task: Predict which catalyst facilitates the given reaction. (1) Reactant: C(P(CCCC)CCCC)CCC.[CH3:14][C:15]1[C:20]([CH2:21][OH:22])=[CH:19][CH:18]=[C:17]([CH3:23])[N:16]=1.[CH2:24]([O:26][C:27](=[O:39])[CH2:28][C:29]1[C:33]2[CH:34]=[CH:35][C:36](O)=[CH:37][C:32]=2[S:31][CH:30]=1)[CH3:25].C1CCN(C(N=NC(N2CCCCC2)=O)=O)CC1. Product: [CH2:24]([O:26][C:27](=[O:39])[CH2:28][C:29]1[C:33]2[CH:34]=[CH:35][C:36]([O:22][CH2:21][C:20]3[C:15]([CH3:14])=[N:16][C:17]([CH3:23])=[CH:18][CH:19]=3)=[CH:37][C:32]=2[S:31][CH:30]=1)[CH3:25]. The catalyst class is: 1. (2) Reactant: Cl.[CH3:2][CH:3]1[CH2:7][CH2:6][CH2:5][CH:4]1[NH2:8].C(N(CC)CC)C.[F:16][C:17]1[CH:18]=[C:19]([CH:23]=[C:24]([O:30][CH3:31])[C:25]=1[O:26][CH2:27][C:28]#[CH:29])[C:20](Cl)=[O:21]. Product: [CH3:2][CH:3]1[CH2:7][CH2:6][CH2:5][CH:4]1[NH:8][C:20](=[O:21])[C:19]1[CH:23]=[C:24]([O:30][CH3:31])[C:25]([O:26][CH2:27][C:28]#[CH:29])=[C:17]([F:16])[CH:18]=1. The catalyst class is: 13.